From a dataset of NCI-60 drug combinations with 297,098 pairs across 59 cell lines. Regression. Given two drug SMILES strings and cell line genomic features, predict the synergy score measuring deviation from expected non-interaction effect. (1) Drug 1: CC12CCC3C(C1CCC2O)C(CC4=C3C=CC(=C4)O)CCCCCCCCCS(=O)CCCC(C(F)(F)F)(F)F. Drug 2: C1C(C(OC1N2C=NC3=C2NC=NCC3O)CO)O. Cell line: SF-295. Synergy scores: CSS=2.60, Synergy_ZIP=-3.51, Synergy_Bliss=-4.03, Synergy_Loewe=-2.77, Synergy_HSA=-2.74. (2) Cell line: EKVX. Drug 1: C1CCN(CC1)CCOC2=CC=C(C=C2)C(=O)C3=C(SC4=C3C=CC(=C4)O)C5=CC=C(C=C5)O. Drug 2: COC1=C2C(=CC3=C1OC=C3)C=CC(=O)O2. Synergy scores: CSS=-1.38, Synergy_ZIP=-1.02, Synergy_Bliss=-4.07, Synergy_Loewe=-4.45, Synergy_HSA=-4.42. (3) Drug 1: C1=CC(=CC=C1CCC2=CNC3=C2C(=O)NC(=N3)N)C(=O)NC(CCC(=O)O)C(=O)O. Drug 2: CCC1=CC2CC(C3=C(CN(C2)C1)C4=CC=CC=C4N3)(C5=C(C=C6C(=C5)C78CCN9C7C(C=CC9)(C(C(C8N6C)(C(=O)OC)O)OC(=O)C)CC)OC)C(=O)OC.C(C(C(=O)O)O)(C(=O)O)O. Cell line: NCI-H322M. Synergy scores: CSS=16.7, Synergy_ZIP=-1.35, Synergy_Bliss=-0.803, Synergy_Loewe=-0.169, Synergy_HSA=1.15. (4) Drug 1: C1CN(P(=O)(OC1)NCCCl)CCCl. Drug 2: CC1C(C(CC(O1)OC2CC(CC3=C2C(=C4C(=C3O)C(=O)C5=C(C4=O)C(=CC=C5)OC)O)(C(=O)CO)O)N)O.Cl. Cell line: TK-10. Synergy scores: CSS=39.4, Synergy_ZIP=1.96, Synergy_Bliss=1.43, Synergy_Loewe=-40.7, Synergy_HSA=1.90.